This data is from Forward reaction prediction with 1.9M reactions from USPTO patents (1976-2016). The task is: Predict the product of the given reaction. (1) Given the reactants [CH2:1]([N:3]1[CH2:8][CH2:7][N:6]([CH2:9][C:10]#[CH:11])[CH2:5][CH2:4]1)[CH3:2].[F:12][C:13]1[CH:14]=[C:15]([CH:17]=[CH:18][C:19]=1[O:20][C:21]1[CH:26]=[CH:25][N:24]=[C:23]2[CH:27]=[C:28](I)[S:29][C:22]=12)[NH2:16], predict the reaction product. The product is: [CH2:1]([N:3]1[CH2:8][CH2:7][N:6]([CH2:9][C:10]#[C:11][C:28]2[S:29][C:22]3[C:23](=[N:24][CH:25]=[CH:26][C:21]=3[O:20][C:19]3[CH:18]=[CH:17][C:15]([NH2:16])=[CH:14][C:13]=3[F:12])[CH:27]=2)[CH2:5][CH2:4]1)[CH3:2]. (2) Given the reactants C([O:3][C:4](=[O:20])[C@@H:5]([O:18][CH3:19])[CH2:6][C:7]1[CH:12]=[CH:11][C:10]([O:13][CH2:14][C:15]([OH:17])=O)=[CH:9][CH:8]=1)C.[CH2:21]([NH:23][CH2:24][C:25]1[CH:30]=[CH:29][CH:28]=[C:27]([CH3:31])[CH:26]=1)[CH3:22].C(O[C@@H](CC1C=CC(O[C@@H](C(=O)NCCC2C=CC(OC3C=CC=CC=3)=CC=2)C)=CC=1)C(O)=O)C, predict the reaction product. The product is: [CH2:21]([N:23]([CH2:24][C:25]1[CH:30]=[CH:29][CH:28]=[C:27]([CH3:31])[CH:26]=1)[C:15]([CH2:14][O:13][C:10]1[CH:9]=[CH:8][C:7]([CH2:6][C@H:5]([O:18][CH3:19])[C:4]([OH:3])=[O:20])=[CH:12][CH:11]=1)=[O:17])[CH3:22]. (3) Given the reactants [CH3:1][C:2]1[NH:6][C:5]2/[C:7](=[C:10]3\[C:11](=[O:24])[NH:12][C:13]4[C:18]\3=[CH:17][C:16]([S:19](=[O:23])(=[O:22])[NH:20][CH3:21])=[CH:15][CH:14]=4)/[CH2:8][CH2:9][C:4]=2[C:3]=1[C:25]([OH:27])=O.C1C=CC2N(O)N=NC=2C=1.C(Cl)CCl.[NH2:42][CH2:43][CH:44]([OH:51])[CH2:45][N:46]1[CH2:50][CH2:49][CH2:48][CH2:47]1, predict the reaction product. The product is: [OH:51][CH:44]([CH2:45][N:46]1[CH2:50][CH2:49][CH2:48][CH2:47]1)[CH2:43][NH:42][C:25]([C:3]1[C:4]2[CH2:9][CH2:8]/[C:7](=[C:10]3/[C:11](=[O:24])[NH:12][C:13]4[C:18]/3=[CH:17][C:16]([S:19](=[O:22])(=[O:23])[NH:20][CH3:21])=[CH:15][CH:14]=4)/[C:5]=2[NH:6][C:2]=1[CH3:1])=[O:27]. (4) The product is: [F:33][C:30]1[CH:31]=[CH:32][C:24]([NH:1][C:4]2[C:5]3[CH:6]=[CH:7][C:8]([NH:22][CH2:21][C:19]4[O:20][C:16]([CH3:15])=[CH:17][CH:18]=4)=[N:9][C:10]=3[CH:11]=[CH:12][CH:13]=2)=[C:25]2[C:29]=1[NH:28][CH:27]=[CH:26]2. Given the reactants [N+:1]([C:4]1[CH:13]=[CH:12][CH:11]=[C:10]2[C:5]=1[CH:6]=[CH:7][C:8](Cl)=[N:9]2)([O-])=O.[CH3:15][C:16]1[O:20][C:19]([CH2:21][NH2:22])=[CH:18][CH:17]=1.Br[C:24]1[CH:32]=[CH:31][C:30]([F:33])=[C:29]2[C:25]=1[CH:26]=[CH:27][NH:28]2, predict the reaction product. (5) The product is: [CH3:11][O:12][C:13](=[O:14])[C:9]([OH:10])=[CH:8][C:7](=[O:17])[N:6]([CH2:5][C:4]1[CH:20]=[CH:21][C:22]([F:23])=[C:2]([F:1])[CH:3]=1)[O:18][CH3:19]. Given the reactants [F:1][C:2]1[CH:3]=[C:4]([CH:20]=[CH:21][C:22]=1[F:23])[CH2:5][N:6]([O:18][CH3:19])[C:7](=[O:17])[CH:8]=[C:9]1[C:13](=[O:14])[O:12][C:11](C)(C)[O:10]1, predict the reaction product. (6) Given the reactants [CH2:1]([Mg]Br)[CH3:2].[F:5][C:6]([F:17])([F:16])[O:7][C:8]1[CH:15]=[CH:14][C:11]([C:12]#[N:13])=[CH:10][CH:9]=1.Cl.[OH-].[Na+], predict the reaction product. The product is: [F:5][C:6]([F:16])([F:17])[O:7][C:8]1[CH:15]=[CH:14][C:11]([C:12]2([NH2:13])[CH2:2][CH2:1]2)=[CH:10][CH:9]=1. (7) The product is: [NH2:1][C:2]1[CH:7]=[C:6]([C:8]2[C:9]([C:21]3[CH:22]=[CH:23][C:24]([F:27])=[CH:25][CH:26]=3)=[N:10][N:11]([C:13]3[CH:18]([CH3:19])[CH2:17][C:16](=[O:20])[NH:15][N:14]=3)[CH:12]=2)[CH:5]=[CH:4][N:3]=1. Given the reactants [NH2:1][C:2]1[CH:7]=[C:6]([C:8]2[C:9]([C:21]3[CH:26]=[CH:25][C:24]([F:27])=[CH:23][CH:22]=3)=[N:10][N:11]([C:13]3[C:18]([CH3:19])=[CH:17][C:16](=[O:20])[NH:15][N:14]=3)[CH:12]=2)[CH:5]=[CH:4][N:3]=1.NC1C=C(C2C(C3C=CC=CC=3)=NN(C3C=CC(=O)NN=3)C=2)C=CN=1, predict the reaction product.